From a dataset of Full USPTO retrosynthesis dataset with 1.9M reactions from patents (1976-2016). Predict the reactants needed to synthesize the given product. (1) Given the product [CH3:39][N:38]([CH3:40])[C:34]1[CH:33]=[C:32]([CH:37]=[CH:36][CH:35]=1)[C:31]([NH:30][C:26]1[CH:27]=[CH:28][CH:29]=[C:24]([C:22]2[O:23][C:18]3[C:19]([N:21]=2)=[N:20][C:15]([CH2:14][N:11]2[CH2:10][CH2:9][NH:8][CH2:13][CH2:12]2)=[CH:16][CH:17]=3)[CH:25]=1)=[O:41], predict the reactants needed to synthesize it. The reactants are: C(OC([N:8]1[CH2:13][CH2:12][N:11]([CH2:14][C:15]2[N:20]=[C:19]3[N:21]=[C:22]([C:24]4[CH:29]=[CH:28][CH:27]=[C:26]([NH:30][C:31](=[O:41])[C:32]5[CH:37]=[CH:36][CH:35]=[C:34]([N:38]([CH3:40])[CH3:39])[CH:33]=5)[CH:25]=4)[O:23][C:18]3=[CH:17][CH:16]=2)[CH2:10][CH2:9]1)=O)(C)(C)C. (2) Given the product [CH2:1]([O:7][C:8]1[C:9]([N:21]([CH2:33][CH2:34][CH3:35])[C:22]2[CH:23]=[CH:24][C:25]([C:26]([O:28][CH2:29][CH3:30])=[O:27])=[CH:31][CH:32]=2)=[CH:10][C:11]2[C:12]([CH3:20])=[CH:13][CH2:14][C:15]([CH3:19])([CH3:18])[C:16]=2[CH:17]=1)[CH2:2][CH2:3][CH2:4][CH2:5][CH3:6], predict the reactants needed to synthesize it. The reactants are: [CH2:1]([O:7][C:8]1[C:9]([NH:21][C:22]2[CH:32]=[CH:31][C:25]([C:26]([O:28][CH2:29][CH3:30])=[O:27])=[CH:24][CH:23]=2)=[CH:10][C:11]2[C:12]([CH3:20])=[CH:13][CH2:14][C:15]([CH3:19])([CH3:18])[C:16]=2[CH:17]=1)[CH2:2][CH2:3][CH2:4][CH2:5][CH3:6].[CH:33](=O)[CH2:34][CH3:35]. (3) Given the product [Br:7][C:8]1[CH:13]=[CH:12][C:11]([C:14]([F:15])([F:16])[F:17])=[CH:10][C:9]=1[S:18][CH:24]1[CH2:29][CH2:28][O:27][CH:26]([C:30]2[CH:31]=[CH:32][C:33]([Cl:36])=[CH:34][CH:35]=2)[CH2:25]1, predict the reactants needed to synthesize it. The reactants are: C([O-])([O-])=O.[K+].[K+].[Br:7][C:8]1[CH:13]=[CH:12][C:11]([C:14]([F:17])([F:16])[F:15])=[CH:10][C:9]=1[SH:18].CS(O[CH:24]1[CH2:29][CH2:28][O:27][CH:26]([C:30]2[CH:35]=[CH:34][C:33]([Cl:36])=[CH:32][CH:31]=2)[CH2:25]1)(=O)=O. (4) Given the product [Br:16][C:13]1[S:12][C:11]2=[C:3]([C:4]([O:6][CH3:7])=[O:5])[N:1]=[CH:2][N:15]2[CH:14]=1, predict the reactants needed to synthesize it. The reactants are: [N+:1]([CH2:3][C:4]([O:6][CH3:7])=[O:5])#[C-:2].[H-].[Na+].Br[C:11]1[S:12][C:13]([Br:16])=[CH:14][N:15]=1. (5) Given the product [NH2:48][C:46]1[N:47]=[C:38]([NH2:37])[C:39]([CH2:11][C:13]2[CH:14]=[C:15]([O:16][CH2:17][C:18]3[CH:19]=[CH:20][C:21]([C:22]([OH:24])=[O:23])=[CH:29][CH:30]=3)[CH:31]=[CH:32][C:33]=2[O:34][CH3:35])=[CH:40][N:45]=1, predict the reactants needed to synthesize it. The reactants are: O1CCN(CCC#N)CC1.[CH:11]([C:13]1[CH:14]=[C:15]([CH:31]=[CH:32][C:33]=1[O:34][CH3:35])[O:16][CH2:17][C:18]1[CH:30]=[CH:29][C:21]([C:22]([O:24]C(C)(C)C)=[O:23])=[CH:20][CH:19]=1)=O.Cl.[NH2:37][C:38]1C=CC=[CH:40][CH:39]=1.Cl.[NH2:45][C:46]([NH2:48])=[NH:47]. (6) Given the product [CH2:14]([O:13][C:11]([C:3]1[S:4][CH:5]=[CH:6][N:7]=1)=[O:12])[CH3:15], predict the reactants needed to synthesize it. The reactants are: C[Si](C)(C)[C:3]1[S:4][CH:5]=[CH:6][N:7]=1.Cl[C:11]([O:13][CH2:14][CH3:15])=[O:12].C(=O)([O-])[O-].[Na+].[Na+].